Dataset: Full USPTO retrosynthesis dataset with 1.9M reactions from patents (1976-2016). Task: Predict the reactants needed to synthesize the given product. (1) Given the product [F:25][C:24]([F:26])([F:27])[C:21]1[CH:20]=[C:19]2[C:18](=[CH:23][CH:22]=1)[CH2:17][C:6]([C:7]([O:9][CH2:10][CH3:11])=[O:8])([C:5]([O:13][CH2:14][CH3:15])=[O:12])[CH2:28]2, predict the reactants needed to synthesize it. The reactants are: [Na].C(O)C.[C:5]([O:13][CH2:14][CH3:15])(=[O:12])[CH2:6][C:7]([O:9][CH2:10][CH3:11])=[O:8].Br[CH2:17][C:18]1[CH:23]=[CH:22][C:21]([C:24]([F:27])([F:26])[F:25])=[CH:20][C:19]=1[CH2:28]Br. (2) Given the product [O:9]=[C:7]1[C:6]([O:10][CH2:11][CH2:12][CH2:13][CH2:14][CH2:15][S:16][C:17]2[C:26]3[C:21](=[CH:22][C:23]([C:27]([F:30])([F:29])[F:28])=[CH:24][CH:25]=3)[N:20]=[CH:19][CH:18]=2)=[CH:5][O:4][C:3]([CH2:2][O:1][S:39]([CH3:38])(=[O:41])=[O:40])=[CH:8]1, predict the reactants needed to synthesize it. The reactants are: [OH:1][CH2:2][C:3]1[O:4][CH:5]=[C:6]([O:10][CH2:11][CH2:12][CH2:13][CH2:14][CH2:15][S:16][C:17]2[C:26]3[C:21](=[CH:22][C:23]([C:27]([F:30])([F:29])[F:28])=[CH:24][CH:25]=3)[N:20]=[CH:19][CH:18]=2)[C:7](=[O:9])[CH:8]=1.C(N(CC)CC)C.[CH3:38][S:39](Cl)(=[O:41])=[O:40]. (3) Given the product [CH2:20]([O:19][C:15]1[C:14]2[C:9](=[CH:10][CH:11]=[CH:12][CH:13]=2)[C:8]([CH:17]=[O:18])=[CH:7][CH:16]=1)[CH2:29][CH:24]([CH3:25])[CH3:23], predict the reactants needed to synthesize it. The reactants are: C(O[C:7]1[CH:16]=[CH:15][C:14]2[C:9](=[CH:10][CH:11]=[CH:12][CH:13]=2)[C:8]=1[CH:17]=[O:18])CC(C)C.[OH:19][C:20]1[C:29]2[C:24](=[CH:25]C=CC=2)[C:23](C=O)=CC=1.BrCCC(C)C. (4) The reactants are: [C:1]1([N:7]([C:56]2[CH:61]=[CH:60][CH:59]=[CH:58][CH:57]=2)[C:8]([C:10]2[C:18]3[C:13](=[CH:14][CH:15]=[CH:16][CH:17]=3)[N:12]([C:19]3[CH:45]=[C:44]([O:46][CH3:47])[C:43](OS(C(F)(F)F)(=O)=O)=[CH:42][C:20]=3[C:21]([N:23]3[C@H:32]([CH2:33][NH:34][C:35](=[O:41])[O:36][C:37]([CH3:40])([CH3:39])[CH3:38])[CH2:31][C:30]4[C:25](=[CH:26][CH:27]=[CH:28][CH:29]=4)[CH2:24]3)=[O:22])[CH:11]=2)=[O:9])[CH:6]=[CH:5][CH:4]=[CH:3][CH:2]=1.C([O-])(C)(C)C.[Na+].Cl.[O:69]([CH:76]1[CH2:79][NH:78][CH2:77]1)[C:70]1[CH:75]=[CH:74][CH:73]=[CH:72][CH:71]=1.C(OCC)(=O)C. Given the product [C:56]1([N:7]([C:1]2[CH:6]=[CH:5][CH:4]=[CH:3][CH:2]=2)[C:8]([C:10]2[C:18]3[C:13](=[CH:14][CH:15]=[CH:16][CH:17]=3)[N:12]([C:19]3[CH:45]=[C:44]([O:46][CH3:47])[C:43]([N:78]4[CH2:79][CH:76]([O:69][C:70]5[CH:71]=[CH:72][CH:73]=[CH:74][CH:75]=5)[CH2:77]4)=[CH:42][C:20]=3[C:21]([N:23]3[C@H:32]([CH2:33][NH:34][C:35](=[O:41])[O:36][C:37]([CH3:40])([CH3:39])[CH3:38])[CH2:31][C:30]4[C:25](=[CH:26][CH:27]=[CH:28][CH:29]=4)[CH2:24]3)=[O:22])[CH:11]=2)=[O:9])[CH:57]=[CH:58][CH:59]=[CH:60][CH:61]=1, predict the reactants needed to synthesize it. (5) Given the product [C:1]([NH:5][C:6]([C:8]1[S:12][C:11]2[CH2:13][CH2:14][CH2:15][CH2:16][C:10]=2[C:9]=1[CH2:25][N:23]=[NH:27])=[O:7])([CH3:4])([CH3:2])[CH3:3], predict the reactants needed to synthesize it. The reactants are: [C:1]([NH:5][C:6]([C:8]1[S:12][C:11]2[CH2:13][CH2:14][CH2:15][CH2:16][C:10]=2[CH:9]=1)=[O:7])([CH3:4])([CH3:3])[CH3:2].[Li]CCCC.C[N:23]([CH:25]=O)C.[NH2:27]N.O. (6) Given the product [CH2:1]([NH:5][C@H:6]1[C@H:11]([NH:12][C:13]([C:15]2[NH:16][C:17]([CH2:21][CH3:22])=[C:18]([Cl:20])[N:19]=2)=[O:14])[CH2:10][CH2:9][N:8]([C:23]2[S:38][C:39]3[C:45]([C:46]([O:48][CH2:49][CH3:50])=[O:47])=[CH:44][CH:43]=[CH:42][C:40]=3[N:41]=2)[CH2:7]1)[CH2:2][CH2:3][CH3:4], predict the reactants needed to synthesize it. The reactants are: [CH2:1]([NH:5][C@H:6]1[C@H:11]([NH:12][C:13]([C:15]2[NH:16][C:17]([CH2:21][CH3:22])=[C:18]([Cl:20])[N:19]=2)=[O:14])[CH2:10][CH2:9][N:8]([C:23](OC(C)(C)C)=O)[CH2:7]1)[CH2:2][CH2:3][CH3:4].C(=O)([O-])[O-].[Na+].[Na+].BrC1[S:38][C:39]2[C:45]([C:46]([O:48][CH2:49][CH3:50])=[O:47])=[CH:44][CH:43]=[CH:42][C:40]=2[N:41]=1. (7) The reactants are: [Br:1][C:2]1[C:7]([CH3:8])=[CH:6][C:5]([OH:9])=[CH:4][C:3]=1[CH3:10].[CH3:11][S:12][CH2:13][CH2:14][CH2:15]O.C(P(CCCC)CCCC)CCC.N(C(N1CCCCC1)=O)=NC(N1CCCCC1)=O. Given the product [Br:1][C:2]1[C:7]([CH3:8])=[CH:6][C:5]([O:9][CH2:15][CH2:14][CH2:13][S:12][CH3:11])=[CH:4][C:3]=1[CH3:10], predict the reactants needed to synthesize it. (8) Given the product [F:20][C:21]([F:34])([F:33])[S:22]([O:1][CH:2]1[CH2:6][CH2:5][C:4]([C:7]([O:9][CH3:10])=[O:8])=[CH:3]1)(=[O:24])=[O:23], predict the reactants needed to synthesize it. The reactants are: [O:1]=[C:2]1[CH2:6][CH2:5][CH:4]([C:7]([O:9][CH3:10])=[O:8])[CH2:3]1.CCN(C(C)C)C(C)C.[F:20][C:21]([F:34])([F:33])[S:22](O[S:22]([C:21]([F:34])([F:33])[F:20])(=[O:24])=[O:23])(=[O:24])=[O:23].